Dataset: Forward reaction prediction with 1.9M reactions from USPTO patents (1976-2016). Task: Predict the product of the given reaction. (1) The product is: [Cl:21][C:14]1[C:15]([F:20])=[CH:16][CH:17]=[C:18]([Cl:19])[C:13]=1[C@H:11]([C:10]1[C:4]2[C:5](=[N:6][CH:7]=[C:2]([C:56]3[CH:55]=[N:54][N:53]([CH2:52][C:51]([OH:67])=[O:50])[CH:57]=3)[CH:3]=2)[NH:8][CH:9]=1)[CH3:12]. Given the reactants Br[C:2]1[CH:3]=[C:4]2[C:10]([C@@H:11]([C:13]3[C:18]([Cl:19])=[CH:17][CH:16]=[C:15]([F:20])[C:14]=3[Cl:21])[CH3:12])=[CH:9][N:8](C([C@@H](NC(=O)CC3C4C=CC=CC=4C4C3=CC=CC=4)CC(C)C)=O)[C:5]2=[N:6][CH:7]=1.[OH-].[Na+].C([O:50][C:51](=[O:67])[CH2:52][N:53]1[CH:57]=[C:56](B2OC(C)(C)C(C)(C)O2)[CH:55]=[N:54]1)C.[F-].[K+].[Li+].[OH-].Cl, predict the reaction product. (2) Given the reactants [F:1][C:2]1[CH:3]=[C:4]([C:8]#[C:9][C:10]2[CH:18]=[CH:17][C:13]([C:14](Cl)=[O:15])=[CH:12][CH:11]=2)[CH:5]=[CH:6][CH:7]=1.O[NH:20][C:21](=[NH:26])[C:22]([CH3:25])([CH3:24])[CH3:23].N1C=CC=CC=1, predict the reaction product. The product is: [C:22]([C:21]1[N:26]=[C:14]([C:13]2[CH:17]=[CH:18][C:10]([C:9]#[C:8][C:4]3[CH:5]=[CH:6][CH:7]=[C:2]([F:1])[CH:3]=3)=[CH:11][CH:12]=2)[O:15][N:20]=1)([CH3:25])([CH3:24])[CH3:23]. (3) Given the reactants [OH-].[Na+].[CH3:3][O:4][C:5]1[C:10]([C:11](=[O:13])[CH3:12])=[C:9]([O:14][CH2:15][O:16][CH3:17])[C:8]([CH2:18][CH:19]=[C:20]([CH3:22])[CH3:21])=[C:7]([O:23][CH2:24][O:25][CH3:26])[CH:6]=1.[F:27][C:28]1[CH:35]=[CH:34][C:31]([CH:32]=O)=[CH:30][CH:29]=1, predict the reaction product. The product is: [F:27][C:28]1[CH:35]=[CH:34][C:31](/[CH:32]=[CH:12]/[C:11]([C:10]2[C:5]([O:4][CH3:3])=[CH:6][C:7]([O:23][CH2:24][O:25][CH3:26])=[C:8]([CH2:18][CH:19]=[C:20]([CH3:21])[CH3:22])[C:9]=2[O:14][CH2:15][O:16][CH3:17])=[O:13])=[CH:30][CH:29]=1. (4) Given the reactants [CH3:1][O:2][C:3]1[CH:11]=[C:10]2[C:6]([CH2:7][N:8]([C:13]3[O:17][C:16]([C:18]([NH:20][C:21]4[CH:22]=[N:23][CH:24]=[CH:25][C:26]=4[N:27]4[CH2:32][CH2:31][N:30](C(OC(C)(C)C)=O)[CH2:29][CH2:28]4)=[O:19])=[CH:15][CH:14]=3)[C:9]2=[O:12])=[CH:5][CH:4]=1.Cl, predict the reaction product. The product is: [CH3:1][O:2][C:3]1[CH:11]=[C:10]2[C:6]([CH2:7][N:8]([C:13]3[O:17][C:16]([C:18]([NH:20][C:21]4[CH:22]=[N:23][CH:24]=[CH:25][C:26]=4[N:27]4[CH2:28][CH2:29][NH:30][CH2:31][CH2:32]4)=[O:19])=[CH:15][CH:14]=3)[C:9]2=[O:12])=[CH:5][CH:4]=1. (5) Given the reactants [CH3:1][O:2][C:3]1[CH:8]=[CH:7][C:6]([C:9]2[CH:10]=[N:11][CH:12]=[C:13]3[C:18]=2[N:17]=[C:16]([C:19](O)=[O:20])[CH:15]=[CH:14]3)=[CH:5][CH:4]=1.[CH3:22][NH:23][CH2:24][C:25]1[CH:30]=[CH:29][CH:28]=[CH:27][CH:26]=1.O.ON1C2C=CC=CC=2N=N1.Cl.CN(C)CCCN=C=NCC, predict the reaction product. The product is: [CH2:24]([N:23]([CH3:22])[C:19]([C:16]1[CH:15]=[CH:14][C:13]2[C:18](=[C:9]([C:6]3[CH:7]=[CH:8][C:3]([O:2][CH3:1])=[CH:4][CH:5]=3)[CH:10]=[N:11][CH:12]=2)[N:17]=1)=[O:20])[C:25]1[CH:30]=[CH:29][CH:28]=[CH:27][CH:26]=1. (6) Given the reactants [CH3:1][O:2][C:3]1[N:8]=[CH:7][N:6]=[C:5]([NH2:9])[CH:4]=1.C[Si]([N-][Si](C)(C)C)(C)C.[Li+].[CH3:20][O:21][C:22]1[CH:27]=[C:26]([C:28]([F:31])([F:30])[F:29])[CH:25]=[CH:24][C:23]=1[C:32]1[C:41]2[C:36](=[CH:37][C:38]([S:42](OC3C(F)=C(F)C(F)=C(F)C=3F)(=[O:44])=[O:43])=[CH:39][CH:40]=2)[CH:35]=[CH:34][N:33]=1, predict the reaction product. The product is: [CH3:20][O:21][C:22]1[CH:27]=[C:26]([C:28]([F:29])([F:30])[F:31])[CH:25]=[CH:24][C:23]=1[C:32]1[C:41]2[C:36](=[CH:37][C:38]([S:42]([NH:9][C:5]3[CH:4]=[C:3]([O:2][CH3:1])[N:8]=[CH:7][N:6]=3)(=[O:44])=[O:43])=[CH:39][CH:40]=2)[CH:35]=[CH:34][N:33]=1. (7) Given the reactants [Br:1][C:2]1[CH:7]=[CH:6][C:5]([CH3:8])=[CH:4][C:3]=1I.C([Mg]Br)(C)C.[CH3:15][CH2:16][C:17](=[O:20])[CH2:18][CH3:19].CC(=O)OCC, predict the reaction product. The product is: [Br:1][C:2]1[CH:7]=[CH:6][C:5]([CH3:8])=[CH:4][C:3]=1[C:17]([OH:20])([CH2:18][CH3:19])[CH2:16][CH3:15].